The task is: Regression/Classification. Given a drug SMILES string, predict its absorption, distribution, metabolism, or excretion properties. Task type varies by dataset: regression for continuous measurements (e.g., permeability, clearance, half-life) or binary classification for categorical outcomes (e.g., BBB penetration, CYP inhibition). Dataset: cyp2c9_veith.. This data is from CYP2C9 inhibition data for predicting drug metabolism from PubChem BioAssay. The molecule is COC(=O)[C@@]1(Cc2ccccc2)[C@H]2c3cc(C(=O)N4CCCC4)n(Cc4ccc(C(F)(F)F)nc4)c3C[C@H]2CN1C(=O)c1ccccc1. The result is 1 (inhibitor).